Dataset: Full USPTO retrosynthesis dataset with 1.9M reactions from patents (1976-2016). Task: Predict the reactants needed to synthesize the given product. (1) Given the product [CH2:31]([N:11]1[C:10](=[O:21])[C:9]([CH2:8][C:7]2[CH:6]=[CH:5][C:4]([C:22]3[CH:27]=[CH:26][CH:25]=[CH:24][C:23]=3[C:28]3[NH:41][C:33](=[O:36])[O:34][N:29]=3)=[CH:3][C:2]=2[F:1])=[C:14]([CH2:15][CH2:16][CH3:17])[N:13]2[N:18]=[CH:19][N:20]=[C:12]12)[CH3:32], predict the reactants needed to synthesize it. The reactants are: [F:1][C:2]1[CH:3]=[C:4]([C:22]2[C:23]([C:28]#[N:29])=[CH:24][CH:25]=[CH:26][CH:27]=2)[CH:5]=[CH:6][C:7]=1[CH2:8][C:9]1[C:10](=[O:21])[NH:11][C:12]2[N:13]([N:18]=[CH:19][N:20]=2)[C:14]=1[CH2:15][CH2:16][CH3:17].I[CH2:31][CH3:32].[C:33](=[O:36])([O-])[O-:34].[K+].[K+].[Cl-].O[NH3+:41].C(=O)([O-])O.[Na+]. (2) Given the product [C:18]([NH:17][C:10]1[S:11][CH2:12][C@@H:13]2[CH2:14][N:15]([C:31]([O:30][C:26]([CH3:29])([CH3:28])[CH3:27])=[O:32])[CH2:16][C@:8]2([C:4]2[CH:5]=[CH:6][CH:7]=[C:2]([Br:1])[CH:3]=2)[N:9]=1)(=[O:25])[C:19]1[CH:20]=[CH:21][CH:22]=[CH:23][CH:24]=1, predict the reactants needed to synthesize it. The reactants are: [Br:1][C:2]1[CH:3]=[C:4]([C@:8]23[CH2:16][NH:15][CH2:14][C@H:13]2[CH2:12][S:11][C:10]([NH:17][C:18](=[O:25])[C:19]2[CH:24]=[CH:23][CH:22]=[CH:21][CH:20]=2)=[N:9]3)[CH:5]=[CH:6][CH:7]=1.[C:26]([O:30][C:31](O[C:31]([O:30][C:26]([CH3:29])([CH3:28])[CH3:27])=[O:32])=[O:32])([CH3:29])([CH3:28])[CH3:27].C(N(CC)CC)C.